This data is from Merck oncology drug combination screen with 23,052 pairs across 39 cell lines. The task is: Regression. Given two drug SMILES strings and cell line genomic features, predict the synergy score measuring deviation from expected non-interaction effect. (1) Drug 2: O=C(NOCC(O)CO)c1ccc(F)c(F)c1Nc1ccc(I)cc1F. Drug 1: O=P1(N(CCCl)CCCl)NCCCO1. Synergy scores: synergy=-9.96. Cell line: A427. (2) Drug 1: C=CCn1c(=O)c2cnc(Nc3ccc(N4CCN(C)CC4)cc3)nc2n1-c1cccc(C(C)(C)O)n1. Drug 2: Cn1c(=O)n(-c2ccc(C(C)(C)C#N)cc2)c2c3cc(-c4cnc5ccccc5c4)ccc3ncc21. Cell line: RPMI7951. Synergy scores: synergy=19.7. (3) Drug 1: NC1(c2ccc(-c3nc4ccn5c(=O)[nH]nc5c4cc3-c3ccccc3)cc2)CCC1. Drug 2: CNC(=O)c1cc(Oc2ccc(NC(=O)Nc3ccc(Cl)c(C(F)(F)F)c3)cc2)ccn1. Cell line: HT29. Synergy scores: synergy=18.0. (4) Drug 1: COc1cccc2c1C(=O)c1c(O)c3c(c(O)c1C2=O)CC(O)(C(=O)CO)CC3OC1CC(N)C(O)C(C)O1. Drug 2: Cn1nnc2c(C(N)=O)ncn2c1=O. Cell line: UWB1289BRCA1. Synergy scores: synergy=8.50. (5) Drug 1: COC1CC2CCC(C)C(O)(O2)C(=O)C(=O)N2CCCCC2C(=O)OC(C(C)CC2CCC(OP(C)(C)=O)C(OC)C2)CC(=O)C(C)C=C(C)C(O)C(OC)C(=O)C(C)CC(C)C=CC=CC=C1C. Drug 2: Cn1cc(-c2cnn3c(N)c(Br)c(C4CCCNC4)nc23)cn1. Cell line: NCIH520. Synergy scores: synergy=5.18. (6) Drug 1: CCN(CC)CCNC(=O)c1c(C)[nH]c(C=C2C(=O)Nc3ccc(F)cc32)c1C. Drug 2: O=C(NOCC(O)CO)c1ccc(F)c(F)c1Nc1ccc(I)cc1F. Cell line: EFM192B. Synergy scores: synergy=17.2.